Dataset: Catalyst prediction with 721,799 reactions and 888 catalyst types from USPTO. Task: Predict which catalyst facilitates the given reaction. (1) Reactant: Cl[C:2]1[CH:7]=[C:6]([CH2:8][N:9]2[C:13]([CH3:15])([CH3:14])[C:12](=[O:16])[N:11]([C:17]3[CH:22]=[CH:21][C:20]([S:23][C:24]([F:27])([F:26])[F:25])=[CH:19][CH:18]=3)[C:10]2=[O:28])[CH:5]=[CH:4][N:3]=1.[F:29][C:30]1[CH:36]=[CH:35][C:34]([F:37])=[CH:33][C:31]=1[NH2:32].CC1(C)C2C=CC=C(P(C3C=CC=CC=3)C3C=CC=CC=3)C=2OC2C1=CC=CC=2P(C1C=CC=CC=1)C1C=CC=CC=1.C(=O)([O-])[O-].[Cs+].[Cs+]. Product: [F:29][C:30]1[CH:36]=[CH:35][C:34]([F:37])=[CH:33][C:31]=1[NH:32][C:2]1[CH:7]=[C:6]([CH2:8][N:9]2[C:13]([CH3:14])([CH3:15])[C:12](=[O:16])[N:11]([C:17]3[CH:22]=[CH:21][C:20]([S:23][C:24]([F:26])([F:25])[F:27])=[CH:19][CH:18]=3)[C:10]2=[O:28])[CH:5]=[CH:4][N:3]=1. The catalyst class is: 160. (2) Reactant: [Cl:1][C:2]1[C:3]([CH3:12])=[C:4]([C:10]#[N:11])[C:5](=[S:9])[NH:6][C:7]=1[CH3:8].[OH-].[K+].Cl[CH2:16][C:17]#[N:18]. Product: [NH2:11][C:10]1[C:4]2[C:5](=[N:6][C:7]([CH3:8])=[C:2]([Cl:1])[C:3]=2[CH3:12])[S:9][C:16]=1[C:17]#[N:18]. The catalyst class is: 3. (3) Reactant: [Br:1][C:2]1[N:3]=[C:4]2[CH:10]=[CH:9][NH:8][C:5]2=[N:6][CH:7]=1.[H-].[Na+].[CH3:13][Si:14]([CH2:17][CH2:18][O:19][CH2:20]Cl)([CH3:16])[CH3:15]. Product: [Br:1][C:2]1[N:3]=[C:4]2[CH:10]=[CH:9][N:8]([CH2:20][O:19][CH2:18][CH2:17][Si:14]([CH3:16])([CH3:15])[CH3:13])[C:5]2=[N:6][CH:7]=1. The catalyst class is: 3. (4) Reactant: [CH2:1]([O:8][C:9]1[CH:12]([O:13][CH2:14][C:15]2[CH:20]=[CH:19][CH:18]=[CH:17][CH:16]=2)[CH2:11][CH:10]=1)[C:2]1[CH:7]=[CH:6][CH:5]=[CH:4][CH:3]=1.[CH2:21]=[CH:22][C:23]1[CH:28]=[CH:27][CH:26]=[CH:25][CH:24]=1. Product: [C:23]1(/[CH:22]=[CH:21]\[CH:9]([O:8][CH2:1][C:2]2[CH:3]=[CH:4][CH:5]=[CH:6][CH:7]=2)[CH:12]([O:13][CH2:14][C:15]2[CH:16]=[CH:17][CH:18]=[CH:19][CH:20]=2)[CH:11]=[CH2:10])[CH:28]=[CH:27][CH:26]=[CH:25][CH:24]=1. The catalyst class is: 7.